Dataset: Retrosynthesis with 50K atom-mapped reactions and 10 reaction types from USPTO. Task: Predict the reactants needed to synthesize the given product. Given the product O=C(O)C1=Cc2cc(C(=O)c3ccccc3)c(O)cc21, predict the reactants needed to synthesize it. The reactants are: COC(=O)C1=Cc2cc(C(=O)c3ccccc3)c(O)cc21.